Dataset: NCI-60 drug combinations with 297,098 pairs across 59 cell lines. Task: Regression. Given two drug SMILES strings and cell line genomic features, predict the synergy score measuring deviation from expected non-interaction effect. (1) Synergy scores: CSS=-4.22, Synergy_ZIP=2.28, Synergy_Bliss=2.57, Synergy_Loewe=-3.43, Synergy_HSA=-3.27. Drug 2: COCCOC1=C(C=C2C(=C1)C(=NC=N2)NC3=CC=CC(=C3)C#C)OCCOC.Cl. Drug 1: CC1C(C(=O)NC(C(=O)N2CCCC2C(=O)N(CC(=O)N(C(C(=O)O1)C(C)C)C)C)C(C)C)NC(=O)C3=C4C(=C(C=C3)C)OC5=C(C(=O)C(=C(C5=N4)C(=O)NC6C(OC(=O)C(N(C(=O)CN(C(=O)C7CCCN7C(=O)C(NC6=O)C(C)C)C)C)C(C)C)C)N)C. Cell line: SNB-75. (2) Cell line: K-562. Drug 2: CC12CCC3C(C1CCC2O)C(CC4=C3C=CC(=C4)O)CCCCCCCCCS(=O)CCCC(C(F)(F)F)(F)F. Drug 1: CC1CCC2CC(C(=CC=CC=CC(CC(C(=O)C(C(C(=CC(C(=O)CC(OC(=O)C3CCCCN3C(=O)C(=O)C1(O2)O)C(C)CC4CCC(C(C4)OC)OCCO)C)C)O)OC)C)C)C)OC. Synergy scores: CSS=31.5, Synergy_ZIP=6.88, Synergy_Bliss=6.85, Synergy_Loewe=2.40, Synergy_HSA=9.85. (3) Drug 1: CN(C)C1=NC(=NC(=N1)N(C)C)N(C)C. Drug 2: CC1=C(C(=CC=C1)Cl)NC(=O)C2=CN=C(S2)NC3=CC(=NC(=N3)C)N4CCN(CC4)CCO. Cell line: HL-60(TB). Synergy scores: CSS=-6.94, Synergy_ZIP=3.10, Synergy_Bliss=0.494, Synergy_Loewe=-6.37, Synergy_HSA=-4.02.